This data is from Full USPTO retrosynthesis dataset with 1.9M reactions from patents (1976-2016). The task is: Predict the reactants needed to synthesize the given product. (1) Given the product [N:23]1[CH:24]=[CH:25][C:20]([N:17]2[CH2:16][CH2:15][N:14]([C:11]3([CH2:26][NH:27][C:28](=[O:30])[CH3:29])[CH2:12][CH2:13][NH:8][CH2:9][CH2:10]3)[CH2:19][CH2:18]2)=[CH:21][CH:22]=1, predict the reactants needed to synthesize it. The reactants are: C([N:8]1[CH2:13][CH2:12][C:11]([CH2:26][NH:27][C:28](=[O:30])[CH3:29])([N:14]2[CH2:19][CH2:18][N:17]([C:20]3[CH:25]=[CH:24][N:23]=[CH:22][CH:21]=3)[CH2:16][CH2:15]2)[CH2:10][CH2:9]1)C1C=CC=CC=1.CC(O)=O. (2) Given the product [ClH:1].[CH3:24][NH:23][C:21](=[O:22])[C@:16]([CH3:25])([C:17](=[O:20])[O:18][CH3:19])[NH:15][CH3:13], predict the reactants needed to synthesize it. The reactants are: [ClH:1].O1CCOCC1.C(O[C:13]([N:15](C)[C@:16]([CH3:25])([C:21]([NH:23][CH3:24])=[O:22])[C:17](=[O:20])[O:18][CH3:19])=O)(C)(C)C. (3) The reactants are: [NH2:1][C:2]1[CH:10]=[CH:9][CH:8]=[C:7]2[C:3]=1[C:4](=[O:20])[N:5]([CH:12]1[CH2:17][CH2:16][C:15](=[O:18])[NH:14][C:13]1=[O:19])[C:6]2=[O:11].[C:21]1([CH3:30])[CH:26]=[CH:25][CH:24]=[C:23]([C:27](Cl)=[O:28])[CH:22]=1.CO. Given the product [O:19]=[C:13]1[CH:12]([N:5]2[C:4](=[O:20])[C:3]3[C:7](=[CH:8][CH:9]=[CH:10][C:2]=3[NH:1][C:27](=[O:28])[C:23]3[CH:24]=[CH:25][CH:26]=[C:21]([CH3:30])[CH:22]=3)[C:6]2=[O:11])[CH2:17][CH2:16][C:15](=[O:18])[NH:14]1, predict the reactants needed to synthesize it.